This data is from HIV replication inhibition screening data with 41,000+ compounds from the AIDS Antiviral Screen. The task is: Binary Classification. Given a drug SMILES string, predict its activity (active/inactive) in a high-throughput screening assay against a specified biological target. (1) The compound is O=C(O)C=Cc1ccc([N+](=O)[O-])cc1. The result is 0 (inactive). (2) The drug is c1ccc(C2=NOCCCOc3ccccc32)cc1. The result is 0 (inactive). (3) The compound is Nc1nc(S)c2c(ncn2CC(O)CO)n1. The result is 1 (active). (4) The drug is CC1=C(SC#N)S(=O)(=O)N(c2ccccc2)C(C)=C1SC#N. The result is 0 (inactive).